Dataset: Experimentally validated miRNA-target interactions with 360,000+ pairs, plus equal number of negative samples. Task: Binary Classification. Given a miRNA mature sequence and a target amino acid sequence, predict their likelihood of interaction. (1) The miRNA is hsa-miR-6514-5p with sequence UAUGGAGUGGACUUUCAGCUGGC. The protein sequence of the target gene is MGRVFLTGEKANSILKRYPRANGFFEEIRQGNIERECKEEFCTFEEAREAFENNEKTKEFWSTYTKAQQGESNRGSDWFQFYLTFPLIFGLFIILLVIFLIWRCFLRNKTRRQTVTEGHIPFPQHLNIITPPPPPDEVFDSSGLSPGFLGYVVGRSDSVSTRLSNCDPPPTYEEATGQVNLQRSETEPHLDPPPEYEDIVNSNSASAIPMVPVVTTIK. Result: 0 (no interaction). (2) The protein sequence of the target gene is MLGGSSVDGERDTDDDAAGAVAAPPAIDFPAEVSDPKYDESDVPAELQVLKEPLQQPTFPFLVANQLLLVSLLEHLSHVHEPNPLHSKQVFKLLCQTFIKMGLLSSFTCSDEFSSLRLHHNRAITHLMRSAKERVRQDPCQDNSYMQKIRSREIAFEAQTSRYLNEFEELAILGKGGYGRVYKVRNKLDGQHYAIKKILIKSATKTDCMKVLREVKVLAGLQHPNIVGYHTAWIEHVHVVQPQDRVPIQLPSLEVLSEQEGDRDQGGVKDNESSSSIVFAELTPEKEKPFGESEVKNENN.... Result: 0 (no interaction). The miRNA is mmu-miR-302b-3p with sequence UAAGUGCUUCCAUGUUUUAGUAG. (3) Result: 0 (no interaction). The protein sequence of the target gene is MGIQTSPVLLASLGVGLVTLLGLAVGSYLVRRSRRPQVTLLDPNEKYLLRLLDKTTVSHNTKRFRFALPTAHHTLGLPVGKHIYLSTRIDGSLVIRPYTPVTSDEDQGYVDLVIKVYLKGVHPKFPEGGKMSQYLDSLKVGDVVEFRGPSGLLTYTGKGHFNIQPNKKSPPEPRVAKKLGMIAGGTGITPMLQLIRAILKVPEDPTQCFLLFANQTEKDIILREDLEELQARYPNRFKLWFTLDHPPKDWAYSKGFVTADMIREHLPAPGDDVLVLLCGPPPMVQLACHPNLDKLGYSQK.... The miRNA is hsa-miR-6744-5p with sequence UGGAUGACAGUGGAGGCCU. (4) Result: 0 (no interaction). The protein sequence of the target gene is MSRRRHSDENDGGQPHKRRKTSDANETEDHLESLICKVGEKSACSLESNLEGLAGVLEADLPNYKSKILRLLCTVARLLPEKLTIYTTLVGLLNARNYNFGGEFVEAMIRQLKESLKANNYNEAVYLVRFLSDLVNCHVIAAPSMVAMFENFVSVTQEEDVPQVRRDWYVYAFLSSLPWVGKELYEKKDAEMDRIFANTESYLKRRQKTHVPMLQVWTADKPHPQEEYLDCLWAQIQKLKKDRWQERHILRPYLAFDSILCEALQHNLPPFTPPPHTEDSVYPMPRVIFRMFDYTDDPEG.... The miRNA is mmu-miR-466n-3p with sequence UAUACAUGAGAGCAUACAUAGA. (5) The miRNA is hsa-miR-1827 with sequence UGAGGCAGUAGAUUGAAU. The protein sequence of the target gene is MGVLKFKHIFFRSFVKSSGVSQIVFTFLLIPCCLTLNFRAPPVIPNVPFLWAWNAPSEFCLGKFDEPLDMSLFSFIGSPRINATGQGVTIFYVDRLGYYPYIDSITGVTVNGGIPQKISLQDHLDKAKKDITFYMPVDNLGMAVIDWEEWRPTWARNWKPKDVYKNRSIELVQQQNVQLSLTEATEKAKQEFEKAGKDFLVETIKLGKLLRPNHLWGYYLFPDCYNHHYKKPGYNGSCFNVEIKRNDDLSWLWNESTALYPSIYLNTQQSPVAATLYVRNRVREAIRVSKIPDAKSPLPV.... Result: 1 (interaction). (6) The miRNA is hsa-miR-4300 with sequence UGGGAGCUGGACUACUUC. The protein sequence of the target gene is MLPSQEASKLYHEHYMRNSRAIGVLWAIFTICFAIINVVVFIQPYWVGDSVSTPKPGYFGLFHYCVGSGLAGRELTCRGSFTDFSTIPSSAFKAAAFFVLLSMVLILGCITCFSLFFFCNTATVYKICAWMQLLAALCLVLGCMIFPDGWDAETIRDMCGAKTGKYSLGDCSVRWAYILAIIGILNALILSFLAFVLGNRQTDLLQEELKPENKDFVGSTVSSVLRPGGDVSGWGVLPCPVAHSQGP. Result: 1 (interaction). (7) The miRNA is hsa-miR-6861-3p with sequence UGGACCUCUCCUCCCCAG. The protein sequence of the target gene is MASGHSLLLENAQQVVLVCARGERFLARDALRSLAVLEGASLVVGKDGFIKAIGPADVIQRQFSGETFEEIIDCSGKCILPGLVDAHTHPVWAGERVHEFAMKLAGATYMEIHQAGGGIHFTVERTRQATEEELFRSLQQRLQCMMRAGTTLVECKSGYGLDLETELKMLRVIERARRELDIGISATYCGAHSVPKGKTATEAADDIINNHLPKLKELGRNGEIHVDNIDVFCEKGVFDLDSTRRILQRGKDIGLQINFHGDELHPMKAAELGAELGAQAISHLEEVSDEGIVAMATARC.... Result: 0 (no interaction). (8) Result: 1 (interaction). The protein sequence of the target gene is MERAMEQLNRLTRSLRRARTVELPEDNETAVYTLMPMVMADQHRSVSELLSNSKFDVNYAFGRVKRSLLHIAANCGSVECLVLLLKKGANPNYQDISGCTPLHLAARNGQKKCMSKLLEYSADVNICNNEGLTAIHWLAVNGRTELLHDLVQHVSDVDVEDAMGQTALHVACQNGHKTTVQCLLDSGADINRPNVSGATPLYFACSHGQRDTAQILLLRGAKYLPDKNGVTPLDLCVQGGYGETCEVLIQYHPRLFQTIIQMTQNEDLRENMLRQVLEHLSQQSESQYLKILTSLAEVAT.... The miRNA is hsa-miR-4797-5p with sequence GACAGAGUGCCACUUACUGAA. (9) The miRNA is mmu-miR-712-5p with sequence CUCCUUCACCCGGGCGGUACC. The protein sequence of the target gene is MCESYSRSLLRVSVAQICQALGWDSVQLSACHLLTDVLQRYLQQLGRGCHRYSELYGRTDPILDDVGEAFQLMGVNLHELEDYIHNIEPVTFPHQIPSFPVSKNNVLQFPQPGSKDAEERKDYIPDYLPPIVSSQEEEEEEQVPTDGGTSAEAMQVPLEEDDEMEEEEVINDENFLGKRPLDSPEVEEMPSMKRPRLLSTKGDSLDVVLLEAREPLSSINPQKTPPVLSPVRVQDRADLAPPSPQPPMLAPFAKSQLPIAKPLETKSFTPKTKTKASSPGQKTKSPKAALSPARLGSPIR.... Result: 0 (no interaction). (10) The miRNA is hsa-miR-4638-3p with sequence CCUGGACACCGCUCAGCCGGCCG. The protein sequence of the target gene is MLLPSKKDLKTALDVFAVFQWSFSALLITTTVIAVNLYLVVFTPYWPVTVLILTWLAFDWKTPQRGGRRFTCVRHWRLWKHYSDYFPLKLLKTHDICPSRNYILVCHPHGLFAHGWFGHFATEASGFSKIFPGITPYILTLGAFFWMPFLREYVMSTGACSVSRSSIDFLLTHKGTGNMVIVVIGGLAECRYSLPGSSTLVLKNRSGFVRMALQHGVPLIPAYAFGETDLYDQHIFTPGGFVNRFQKWFQSMVHIYPCAFYGRGFTKNSWGLLPYSRPVTTIVGEPLPMPKIENPSQEIV.... Result: 0 (no interaction).